From a dataset of Forward reaction prediction with 1.9M reactions from USPTO patents (1976-2016). Predict the product of the given reaction. The product is: [CH3:1][O:2][C:3]1[CH:4]=[C:5]([CH2:11][N:12]2[CH2:16][CH2:15][N:14]([C:17]3[CH:33]=[CH:32][N:35]=[C:21]([Br:29])[N:22]=3)[C:13]2=[O:24])[CH:6]=[CH:7][C:8]=1[O:9][CH3:10]. Given the reactants [CH3:1][O:2][C:3]1[CH:4]=[C:5]([CH2:11][N:12]2[CH2:16][CH2:15][N:14]([C:17]3[N:22]=[C:21](Cl)C=CN=3)[C:13]2=[O:24])[CH:6]=[CH:7][C:8]=1[O:9][CH3:10].C[Si]([Br:29])(C)C.[OH-].[Na+].[C:32](#[N:35])[CH2:33]C, predict the reaction product.